This data is from Experimentally validated miRNA-target interactions with 360,000+ pairs, plus equal number of negative samples. The task is: Binary Classification. Given a miRNA mature sequence and a target amino acid sequence, predict their likelihood of interaction. The miRNA is mmu-miR-362-5p with sequence AAUCCUUGGAACCUAGGUGUGAAU. The protein sequence of the target gene is MARRRRRACIALFLVLLFAFGTLMGLRTLKAPDGLPALGPGPELAPFERRPEGNPAPARAPAAPAAPPPPPPRTAAPRASLGPAEADPAPRQSLRVYSDLHAFYYSWYGSPRREGHYIHWDHVMVPHWDPKISASYPRGRHSPPDDLGSSFYPELGPYSSRDPDVLREHMTQLKEAAIGVLVLSWYPPGMADDNGEPTDDLVPAILDTAHQYNIQVAFHIQPYKGRDDITVHDNIKYIIDTYGSHGAFYRYKNSMGKSLPLFYIYDSYLTSPEAWAHLLTQNGPHSIRNTPYDGVFIALL.... Result: 1 (interaction).